Dataset: Catalyst prediction with 721,799 reactions and 888 catalyst types from USPTO. Task: Predict which catalyst facilitates the given reaction. (1) Reactant: C=C1C[CH:4]([NH:6][C:7](=[O:16])[O:8][CH2:9][C:10]2[CH:15]=[CH:14][CH:13]=[CH:12][CH:11]=2)C1.C(=O)([O-])[O-:18].[Na+].[Na+].[C:23]([OH:27])([CH3:26])([CH3:25])[CH3:24]. Product: [OH:27][C:23]1([CH2:26][OH:18])[CH2:25][CH:4]([NH:6][C:7](=[O:16])[O:8][CH2:9][C:10]2[CH:15]=[CH:14][CH:13]=[CH:12][CH:11]=2)[CH2:24]1. The catalyst class is: 6. (2) Reactant: Cl[C:2]1[N:7]=[N:6][C:5]([NH:8][C:9]2[C:10]3[CH:11]=[CH:12][N:13]=[CH:14][C:15]=3[CH:16]=[CH:17][CH:18]=2)=[CH:4][C:3]=1[C:19]1[CH:24]=[CH:23][C:22]([C:25]([F:28])([F:27])[F:26])=[CH:21][CH:20]=1.[F:29][C:30]([F:41])([F:40])[C:31]1[CH:36]=[CH:35][C:34](B(O)O)=[CH:33][CH:32]=1.C(=O)([O-])[O-].[Na+].[Na+].C(Cl)(Cl)Cl.O. Product: [F:29][C:30]([F:41])([F:40])[C:31]1[CH:36]=[CH:35][C:34]([C:4]2[C:3]([C:19]3[CH:24]=[CH:23][C:22]([C:25]([F:28])([F:27])[F:26])=[CH:21][CH:20]=3)=[CH:2][N:7]=[N:6][C:5]=2[NH:8][C:9]2[C:10]3[CH:11]=[CH:12][N:13]=[CH:14][C:15]=3[CH:16]=[CH:17][CH:18]=2)=[CH:33][CH:32]=1. The catalyst class is: 12. (3) Reactant: [CH2:1]([O:8][N:9]1[C:14]2[N:15]=[CH:16][N:17]=[C:18]([OH:19])[C:13]=2[C:12]([OH:20])=[CH:11][C:10]1=[O:21])[C:2]1[CH:7]=[CH:6][CH:5]=[CH:4][CH:3]=1.[C:22](=O)([O-])[O-].[K+].[K+].CI.C(O)(=O)CC(CC(O)=O)(C(O)=O)O. Product: [CH2:1]([O:8][N:9]1[C:14]2[N:15]=[CH:16][N:17]=[C:18]([O:19][CH3:22])[C:13]=2[C:12]([OH:20])=[CH:11][C:10]1=[O:21])[C:2]1[CH:7]=[CH:6][CH:5]=[CH:4][CH:3]=1. The catalyst class is: 39. (4) Reactant: [Cl:1][C:2]1[CH:3]=[N+:4]([O-:27])[CH:5]=[C:6]([Cl:26])[C:7]=1[CH2:8][C@@H:9]([C:11]1[CH:16]=[CH:15][C:14]([O:17][CH:18]([F:20])[F:19])=[C:13]([O:21][CH2:22][CH:23]2[CH2:25][CH2:24]2)[CH:12]=1)[OH:10].[CH3:28][S:29][C:30]1[CH:35]=[CH:34][C:33]([NH:36][C:37](=[O:42])[CH2:38][C:39](O)=[O:40])=[CH:32][CH:31]=1.C(Cl)CCl. Product: [Cl:1][C:2]1[CH:3]=[N+:4]([O-:27])[CH:5]=[C:6]([Cl:26])[C:7]=1[CH2:8][C@@H:9]([C:11]1[CH:16]=[CH:15][C:14]([O:17][CH:18]([F:20])[F:19])=[C:13]([O:21][CH2:22][CH:23]2[CH2:25][CH2:24]2)[CH:12]=1)[O:10][C:39](=[O:40])[CH2:38][C:37]([NH:36][C:33]1[CH:34]=[CH:35][C:30]([S:29][CH3:28])=[CH:31][CH:32]=1)=[O:42]. The catalyst class is: 792. (5) The catalyst class is: 1. Reactant: C([O:3][C:4]([C:6]1[N:7]([CH2:19][C:20](=[O:29])[NH:21][C:22]2[CH:27]=[CH:26][C:25]([Cl:28])=[CH:24][N:23]=2)[N:8]=[C:9]([O:11][CH2:12][CH2:13][O:14][CH2:15][CH2:16][O:17][CH3:18])[CH:10]=1)=[O:5])C.[OH-].[K+].Cl. Product: [Cl:28][C:25]1[CH:26]=[CH:27][C:22]([NH:21][C:20]([CH2:19][N:7]2[C:6]([C:4]([OH:5])=[O:3])=[CH:10][C:9]([O:11][CH2:12][CH2:13][O:14][CH2:15][CH2:16][O:17][CH3:18])=[N:8]2)=[O:29])=[N:23][CH:24]=1. (6) Reactant: [C:1]([O:5][C:6]([N:8]1[CH2:13][CH2:12][N:11]([C:14]([C:16]2[N:20]3[N:21]=[CH:22][C:23](C=O)=[CH:24][C:19]3=[C:18]([C:27]3[CH:32]=[CH:31][CH:30]=[CH:29][CH:28]=3)[C:17]=2[CH2:33][C:34]2[CH:39]=[CH:38][CH:37]=[C:36]([F:40])[C:35]=2[CH3:41])=[O:15])[CH2:10][CH2:9]1)=[O:7])([CH3:4])([CH3:3])[CH3:2].ClC1C=CC=C(C(OO)=[O:50])C=1.C(=O)([O-])O.[Na+].C(=O)([O-])[O-].[K+].[K+].S([O-])(O)(=O)=O.[K+]. Product: [C:1]([O:5][C:6]([N:8]1[CH2:13][CH2:12][N:11]([C:14]([C:16]2[N:20]3[N:21]=[CH:22][C:23]([OH:50])=[CH:24][C:19]3=[C:18]([C:27]3[CH:28]=[CH:29][CH:30]=[CH:31][CH:32]=3)[C:17]=2[CH2:33][C:34]2[CH:39]=[CH:38][CH:37]=[C:36]([F:40])[C:35]=2[CH3:41])=[O:15])[CH2:10][CH2:9]1)=[O:7])([CH3:3])([CH3:4])[CH3:2]. The catalyst class is: 34. (7) Reactant: [CH:1]1([C:7]2[C:16]3[C@@H:15]([OH:17])[CH2:14][C:13]4([CH2:19][CH2:18]4)[CH2:12][C:11]=3[N:10]=[C:9]([CH:20]3[CH2:24][CH2:23][CH2:22][CH2:21]3)[C:8]=2[C:25]([C:27]2[CH:32]=[CH:31][C:30]([C:33]([F:36])([F:35])[F:34])=[CH:29][CH:28]=2)=[O:26])[CH2:6][CH2:5][CH2:4][CH2:3][CH2:2]1.CC1C=CC=C(C)N=1.FC(F)(F)S(O[Si:51]([C:54]([CH3:57])([CH3:56])[CH3:55])([CH3:53])[CH3:52])(=O)=O.Cl. Product: [Si:51]([O:17][C@H:15]1[CH2:14][C:13]2([CH2:19][CH2:18]2)[CH2:12][C:11]2[N:10]=[C:9]([CH:20]3[CH2:24][CH2:23][CH2:22][CH2:21]3)[C:8]([C:25]([C:27]3[CH:32]=[CH:31][C:30]([C:33]([F:36])([F:34])[F:35])=[CH:29][CH:28]=3)=[O:26])=[C:7]([CH:1]3[CH2:6][CH2:5][CH2:4][CH2:3][CH2:2]3)[C:16]1=2)([C:54]([CH3:57])([CH3:56])[CH3:55])([CH3:53])[CH3:52]. The catalyst class is: 11. (8) Reactant: [F:1][C:2]([F:40])([F:39])[C:3]1[C:4]2[CH2:38][O:37][CH2:36][CH2:35][C:5]=2[N:6]([C:8]2[C:9](=[O:34])[NH:10][C:11](=[O:33])[N:12]([CH2:14][CH2:15][CH2:16][N:17]3[CH2:22][C@H:21]4[C@:19]([C:23]5[CH:28]=[CH:27][C:26]([C:29]([F:32])([F:31])[F:30])=[CH:25][CH:24]=5)([CH2:20]4)[CH2:18]3)[CH:13]=2)[N:7]=1.[ClH:41].CO. Product: [ClH:41].[ClH:41].[F:40][C:2]([F:1])([F:39])[C:3]1[C:4]2[CH2:38][O:37][CH2:36][CH2:35][C:5]=2[N:6]([C:8]2[C:9](=[O:34])[NH:10][C:11](=[O:33])[N:12]([CH2:14][CH2:15][CH2:16][N:17]3[CH2:22][C@H:21]4[C@:19]([C:23]5[CH:28]=[CH:27][C:26]([C:29]([F:32])([F:31])[F:30])=[CH:25][CH:24]=5)([CH2:20]4)[CH2:18]3)[CH:13]=2)[N:7]=1. The catalyst class is: 27. (9) Reactant: [C:1]1([CH2:7][O:8][C:9]([NH:11][CH2:12][CH2:13][O:14][C:15]2[CH:20]=[CH:19][C:18]([CH2:21][C:22]([OH:24])=[O:23])=[CH:17][CH:16]=2)=[O:10])[CH:6]=[CH:5][CH:4]=[CH:3][CH:2]=1.ClC(OCC)=O.C(N(CC)CC)C.[C:38](O)([CH3:41])([CH3:40])[CH3:39]. Product: [CH3:39][C:38]([O:23][C:22](=[O:24])[CH2:21][C:18]1[CH:17]=[CH:16][C:15]([O:14][CH2:13][CH2:12][NH:11][C:9]([O:8][CH2:7][C:1]2[CH:2]=[CH:3][CH:4]=[CH:5][CH:6]=2)=[O:10])=[CH:20][CH:19]=1)([CH3:41])[CH3:40]. The catalyst class is: 22.